From a dataset of Forward reaction prediction with 1.9M reactions from USPTO patents (1976-2016). Predict the product of the given reaction. (1) Given the reactants [OH:1][C@@H:2]1[CH2:10][C:9]2[C:4](=[CH:5][CH:6]=[CH:7][CH:8]=2)[C@H:3]1[NH:11][C:12](=[O:14])[CH3:13].Cl[C:16]1[C:21]([C:22]([F:25])([F:24])[F:23])=[CH:20][N:19]=[C:18]([NH:26][C:27]2[CH:42]=[CH:41][C:30]([C:31]([NH:33][CH:34]3[CH2:39][CH2:38][N:37]([CH3:40])[CH2:36][CH2:35]3)=[O:32])=[CH:29][C:28]=2[O:43][CH3:44])[N:17]=1.C([O-])([O-])=O.[Cs+].[Cs+].[O-]S([O-])(=O)=O.[Mg+2], predict the reaction product. The product is: [C:12]([NH:11][C@@H:3]1[C:4]2[C:9](=[CH:8][CH:7]=[CH:6][CH:5]=2)[CH2:10][C@H:2]1[O:1][C:20]1[C:21]([C:22]([F:23])([F:25])[F:24])=[CH:16][N:17]=[C:18]([NH:26][C:27]2[CH:42]=[CH:41][C:30]([C:31]([NH:33][CH:34]3[CH2:35][CH2:36][N:37]([CH3:40])[CH2:38][CH2:39]3)=[O:32])=[CH:29][C:28]=2[O:43][CH3:44])[N:19]=1)(=[O:14])[CH3:13]. (2) The product is: [OH:16][C@H:17]1[CH2:21][CH2:20][NH:19][C@@H:18]1[C:22]([NH:13][C:12]1[CH:11]=[CH:10][C:9]([CH2:1][CH2:2][CH2:3][CH2:4][CH2:5][CH2:6][CH2:7][CH3:8])=[CH:15][CH:14]=1)=[O:23]. Given the reactants [CH2:1]([C:9]1[CH:15]=[CH:14][C:12]([NH2:13])=[CH:11][CH:10]=1)[CH2:2][CH2:3][CH2:4][CH2:5][CH2:6][CH2:7][CH3:8].[OH:16][C@H:17]1[CH2:21][CH2:20][NH:19][C@@H:18]1[C:22](O)=[O:23].ClC(Cl)C.Cl.CN(C)CCCN=C=NCC.C1C=CC2N(O)N=NC=2C=1.FC(F)(F)C(O)=O.Cl, predict the reaction product. (3) Given the reactants ClCCN(CCCl)C(Cl)=O.[Cl:11][CH2:12][CH2:13][N:14]([C:18]([N:20]=[C:21]=[S:22])=[O:19])[CH2:15][CH2:16][Cl:17].[Cl:23][C:24]1[CH:25]=[C:26]([CH:28]=[CH:29][C:30]=1[O:31][C:32]1[C:41]2[C:36](=[CH:37][C:38]([O:44][CH3:45])=[C:39]([O:42][CH3:43])[CH:40]=2)[N:35]=[CH:34][CH:33]=1)[NH2:27].C1(C)C=CC=CC=1, predict the reaction product. The product is: [Cl:17][CH2:16][CH2:15][N:14]([C:18]([N:20]=[C:21]=[S:22])=[O:19])[CH2:13][CH2:12][Cl:11].[Cl:23][C:24]1[CH:25]=[C:26]([NH:27][C:21]([NH:20][C:18]([N:14]([CH2:13][CH2:12][Cl:11])[CH2:15][CH2:16][Cl:17])=[O:19])=[S:22])[CH:28]=[CH:29][C:30]=1[O:31][C:32]1[C:41]2[C:36](=[CH:37][C:38]([O:44][CH3:45])=[C:39]([O:42][CH3:43])[CH:40]=2)[N:35]=[CH:34][CH:33]=1. (4) Given the reactants [CH3:1][N:2]([C:9](=[O:18])[C:10]#[C:11][C:12]1[CH:17]=[CH:16][CH:15]=[CH:14][CH:13]=1)[CH2:3][C:4]([O:6]CC)=[O:5].[OH-].[Na+], predict the reaction product. The product is: [CH3:1][N:2]([C:9](=[O:18])[C:10]#[C:11][C:12]1[CH:17]=[CH:16][CH:15]=[CH:14][CH:13]=1)[CH2:3][C:4]([OH:6])=[O:5].